From a dataset of Full USPTO retrosynthesis dataset with 1.9M reactions from patents (1976-2016). Predict the reactants needed to synthesize the given product. (1) Given the product [ClH:73].[ClH:73].[ClH:73].[ClH:73].[NH2:59][C@H:40]1[CH2:39][C:38]2[CH:67]=[C:34]([CH:35]=[CH:36][C:37]=2[OH:68])[C:33]2=[CH:69][C:29](=[C:30]([OH:70])[CH:31]=[CH:32]2)[CH2:28][C@@H:27]([C:25]([NH:24][CH2:23][C:22]([NH:21][CH2:20][C@@H:8]([NH2:7])[CH2:9][CH2:10][CH2:11][NH2:12])=[O:71])=[O:26])[NH:45][C:44](=[O:46])[C@H:43]([CH2:47][CH2:48][CH2:49][NH2:50])[NH:42][C:41]1=[O:58], predict the reactants needed to synthesize it. The reactants are: C(OC(=O)[NH:7][C@H:8]([CH2:20][NH:21][C:22](=[O:71])[CH2:23][NH:24][C:25]([C@H:27]1[NH:45][C:44](=[O:46])[C@H:43]([CH2:47][CH2:48][CH2:49][NH:50]C(OC(C)(C)C)=O)[NH:42][C:41](=[O:58])[C@@H:40]([NH:59]C(OC(C)(C)C)=O)[CH2:39][C:38]2[CH:67]=[C:34]([CH:35]=[CH:36][C:37]=2[OH:68])[C:33]2=[CH:69][C:29](=[C:30]([OH:70])[CH:31]=[CH:32]2)[CH2:28]1)=[O:26])[CH2:9][CH2:10][CH2:11][NH:12]C(OC(C)(C)C)=O)(C)(C)C.[ClH:73]. (2) Given the product [C:17]([O:21][C:22]([N:24]1[CH2:27][CH:26]([N:14]2[CH:15]=[C:11]([B:6]3[O:7][C:8]([CH3:9])([CH3:10])[C:4]([CH3:16])([CH3:3])[O:5]3)[CH:12]=[N:13]2)[CH2:25]1)=[O:23])([CH3:20])([CH3:18])[CH3:19], predict the reactants needed to synthesize it. The reactants are: [H-].[Na+].[CH3:3][C:4]1([CH3:16])[C:8]([CH3:10])([CH3:9])[O:7][B:6]([C:11]2[CH:12]=[N:13][NH:14][CH:15]=2)[O:5]1.[C:17]([O:21][C:22]([N:24]1[CH2:27][CH:26](OS(C)(=O)=O)[CH2:25]1)=[O:23])([CH3:20])([CH3:19])[CH3:18].